Dataset: Peptide-MHC class II binding affinity with 134,281 pairs from IEDB. Task: Regression. Given a peptide amino acid sequence and an MHC pseudo amino acid sequence, predict their binding affinity value. This is MHC class II binding data. The MHC is DRB1_1101 with pseudo-sequence DRB1_1101. The peptide sequence is PQQPFPSQQQQPLI. The binding affinity (normalized) is 0.0349.